This data is from Forward reaction prediction with 1.9M reactions from USPTO patents (1976-2016). The task is: Predict the product of the given reaction. (1) Given the reactants [CH3:1][C:2]1[N:37]=[C:5]2[N:6]([CH2:33][C:34](=O)[CH3:35])[C:7](=[O:32])[C:8]([CH2:13][C:14]3[CH:19]=[CH:18][C:17]([C:20]4[CH:25]=[CH:24][CH:23]=[CH:22][C:21]=4[C:26]4[NH:30][C:29](=[O:31])[O:28][N:27]=4)=[CH:16][CH:15]=3)=[C:9]([CH2:10][CH2:11][CH3:12])[N:4]2[N:3]=1.Cl.[NH2:39][O:40][CH3:41].N1C=CC=CC=1.Cl, predict the reaction product. The product is: [CH3:41][O:40]/[N:39]=[C:34](/[CH3:35])\[CH2:33][N:6]1[C:7](=[O:32])[C:8]([CH2:13][C:14]2[CH:19]=[CH:18][C:17]([C:20]3[CH:25]=[CH:24][CH:23]=[CH:22][C:21]=3[C:26]3[NH:30][C:29](=[O:31])[O:28][N:27]=3)=[CH:16][CH:15]=2)=[C:9]([CH2:10][CH2:11][CH3:12])[N:4]2[N:3]=[C:2]([CH3:1])[N:37]=[C:5]12. (2) Given the reactants [Cl-].[Cl-].[Cl-].[Al+3].[Cl:5][C:6]1[CH:11]=[CH:10][C:9]([CH2:12][C:13](Cl)=[O:14])=[CH:8][CH:7]=1.[Cl:16][C:17]1[CH:24]=[CH:23][CH:22]=[CH:21][C:18]=1[CH:19]=[CH2:20], predict the reaction product. The product is: [Cl:5][C:6]1[CH:11]=[C:10]2[C:9](=[CH:8][CH:7]=1)[CH2:12][C:13](=[O:14])[CH2:20][CH:19]2[C:18]1[CH:21]=[CH:22][CH:23]=[CH:24][C:17]=1[Cl:16]. (3) Given the reactants [N:1]1[C:10]2[C:5](=[CH:6][CH:7]=[CH:8][CH:9]=2)[C:4]([CH:11]([OH:13])[CH3:12])=[CH:3][CH:2]=1, predict the reaction product. The product is: [N:1]1[C:10]2[C:5](=[CH:6][CH:7]=[CH:8][CH:9]=2)[C:4]([C:11](=[O:13])[CH3:12])=[CH:3][CH:2]=1. (4) Given the reactants [OH:1][C:2]1[CH:7]=[CH:6][C:5]([C:8]23[NH:20][CH2:19][CH2:18][N:9]2[C:10](=[O:17])[C:11]2[N:12]([CH:14]=[CH:15][CH:16]=2)[CH2:13]3)=[CH:4][CH:3]=1.Cl.Cl[CH2:23][CH2:24][N:25]1[CH2:30][CH2:29][O:28][CH2:27][CH2:26]1.C(=O)([O-])[O-].[K+].[K+].O, predict the reaction product. The product is: [N:25]1([CH2:24][CH2:23][O:1][C:2]2[CH:7]=[CH:6][C:5]([C:8]34[NH:20][CH2:19][CH2:18][N:9]3[C:10](=[O:17])[C:11]3[N:12]([CH:14]=[CH:15][CH:16]=3)[CH2:13]4)=[CH:4][CH:3]=2)[CH2:30][CH2:29][O:28][CH2:27][CH2:26]1. (5) Given the reactants [CH3:1][C:2]([C:8]1[CH:13]=[CH:12][C:11]([CH3:14])=[CH:10][CH:9]=1)([CH3:7])[CH2:3][C:4](O)=[O:5].S(Cl)([Cl:17])=O, predict the reaction product. The product is: [CH3:1][C:2]([C:8]1[CH:13]=[CH:12][C:11]([CH3:14])=[CH:10][CH:9]=1)([CH3:7])[CH2:3][C:4]([Cl:17])=[O:5]. (6) Given the reactants [C:1]([C:3]1[CH:22]=[C:21]([C:23]2[CH:28]=[CH:27][N:26]=[C:25]3[N:29](S(C4C=CC=CC=4)(=O)=O)[C:30]([C:32]4[CH:37]=[CH:36][C:35]([N:38]5[CH2:43][CH2:42][O:41][CH2:40][CH2:39]5)=[CH:34][CH:33]=4)=[N:31][C:24]=23)[CH:20]=[CH:19][C:4]=1[O:5][CH:6]1[CH2:11][CH2:10][N:9](C(OC(C)(C)C)=O)[CH2:8][CH2:7]1)#[N:2].Cl, predict the reaction product. The product is: [O:41]1[CH2:42][CH2:43][N:38]([C:35]2[CH:34]=[CH:33][C:32]([C:30]3[NH:29][C:25]4=[N:26][CH:27]=[CH:28][C:23]([C:21]5[CH:20]=[CH:19][C:4]([O:5][CH:6]6[CH2:11][CH2:10][NH:9][CH2:8][CH2:7]6)=[C:3]([CH:22]=5)[C:1]#[N:2])=[C:24]4[N:31]=3)=[CH:37][CH:36]=2)[CH2:39][CH2:40]1. (7) Given the reactants [O:1]=[C:2]1[NH:7][C:6]2[CH:8]=[C:9]([C:11]([O:13]C)=[O:12])[S:10][C:5]=2[N:4]=[CH:3]1.[OH-].[Na+], predict the reaction product. The product is: [O:1]=[C:2]1[NH:7][C:6]2[CH:8]=[C:9]([C:11]([OH:13])=[O:12])[S:10][C:5]=2[N:4]=[CH:3]1.